Dataset: Catalyst prediction with 721,799 reactions and 888 catalyst types from USPTO. Task: Predict which catalyst facilitates the given reaction. (1) The catalyst class is: 8. Product: [F:22][C:14]([F:21])([C:15]1[CH:20]=[CH:19][CH:18]=[CH:17][CH:16]=1)[CH2:13][O:12][C:9]1[CH:10]=[CH:11][C:6]([CH2:5][C:4]([OH:24])=[O:3])=[CH:7][C:8]=1[F:23]. Reactant: C([O:3][C:4](=[O:24])[CH2:5][C:6]1[CH:11]=[CH:10][C:9]([O:12][CH2:13][C:14]([F:22])([F:21])[C:15]2[CH:20]=[CH:19][CH:18]=[CH:17][CH:16]=2)=[C:8]([F:23])[CH:7]=1)C.[OH-].[Na+].Cl. (2) Reactant: Cl[C@H:2]1[C:12]2[C:7](=[N:8][CH:9]=[CH:10][CH:11]=2)[C@H:6]([O:13][Si:14]([CH:21]([CH3:23])[CH3:22])([CH:18]([CH3:20])[CH3:19])[CH:15]([CH3:17])[CH3:16])[CH2:5][CH2:4][C@H:3]1[C:24]1[CH:29]=[CH:28][CH:27]=[C:26]([F:30])[C:25]=1[F:31].[N-:32]=[N+:33]=[N-:34].[Na+]. Product: [N:32]([C@@H:2]1[C:12]2[C:7](=[N:8][CH:9]=[CH:10][CH:11]=2)[C@H:6]([O:13][Si:14]([CH:21]([CH3:23])[CH3:22])([CH:18]([CH3:20])[CH3:19])[CH:15]([CH3:17])[CH3:16])[CH2:5][CH2:4][C@H:3]1[C:24]1[CH:29]=[CH:28][CH:27]=[C:26]([F:30])[C:25]=1[F:31])=[N+:33]=[N-:34]. The catalyst class is: 255.